Dataset: Forward reaction prediction with 1.9M reactions from USPTO patents (1976-2016). Task: Predict the product of the given reaction. (1) Given the reactants [F:1][C:2]([F:20])([F:19])[C:3]1[CH:4]=[C:5]([CH:12]=[C:13]([C:15]([F:18])([F:17])[F:16])[CH:14]=1)[CH2:6][NH:7]CC(O)=O.[Cl:21][C:22]1[CH:28]=[CH:27][C:25]([NH2:26])=[CH:24][CH:23]=1.[OH2:29].[OH:30]N1C2C=CC=CC=2N=N1.C(N(CC)C(C)C)(C)C.[O:49]1CC[CH2:51][CH2:50]1, predict the reaction product. The product is: [Cl:21][C:22]1[CH:28]=[CH:27][C:25]([NH:26][C:50](=[O:49])[CH2:51][O:29][NH:7][C:6](=[O:30])[C:5]2[CH:12]=[C:13]([C:15]([F:16])([F:17])[F:18])[CH:14]=[C:3]([C:2]([F:1])([F:19])[F:20])[CH:4]=2)=[CH:24][CH:23]=1. (2) Given the reactants [C:1]1([C:8]2[CH:13]=[CH:12][CH:11]=[CH:10][CH:9]=2)[CH:6]=[CH:5][CH:4]=[C:3]([NH2:7])[CH:2]=1.Cl[C:15]1[C:20]([N+:21]([O-:23])=[O:22])=[CH:19][CH:18]=[CH:17][N:16]=1.C(N(CC)CC)C, predict the reaction product. The product is: [C:1]1([C:8]2[CH:9]=[CH:10][CH:11]=[CH:12][CH:13]=2)[CH:6]=[CH:5][CH:4]=[C:3]([NH:7][C:15]2[C:20]([N+:21]([O-:23])=[O:22])=[CH:19][CH:18]=[CH:17][N:16]=2)[CH:2]=1. (3) The product is: [F:13][C:10]1[CH:11]=[CH:12][C:7]([C:5]2[C:4]([C:14]3[CH:19]=[CH:18][N:17]=[C:16]([S:20][CH3:21])[N:15]=3)=[CH:3][NH:2][N:30]=2)=[CH:8][CH:9]=1. Given the reactants C[N:2](C)[CH:3]=[C:4]([C:14]1[CH:19]=[CH:18][N:17]=[C:16]([S:20][CH3:21])[N:15]=1)[C:5]([C:7]1[CH:12]=[CH:11][C:10]([F:13])=[CH:9][CH:8]=1)=O.C(OC([NH:30]C1C=C(C(=CN(C)C)C(C2C=CC(F)=CC=2)=O)C=CN=1)=O)(C)(C)C, predict the reaction product.